Dataset: Full USPTO retrosynthesis dataset with 1.9M reactions from patents (1976-2016). Task: Predict the reactants needed to synthesize the given product. (1) The reactants are: [CH2:1]([C:4]1[S:5][C:6]2[NH:7][CH:8]=[CH:9][C:10](=O)[C:11]=2[N:12]=1)[CH2:2][CH3:3].P(Cl)(Cl)([Cl:16])=O.[OH-].[Na+]. Given the product [Cl:16][C:10]1[CH:9]=[CH:8][N:7]=[C:6]2[S:5][C:4]([CH2:1][CH2:2][CH3:3])=[N:12][C:11]=12, predict the reactants needed to synthesize it. (2) Given the product [F:39][C:40]([F:45])([F:44])[C:41]([OH:43])=[O:42].[Cl:25][C:24]1[CH:23]=[CH:22][C:21]([NH:26][C:27]([NH:29][C:30]2[CH:35]=[CH:34][CH:33]=[C:32]([Cl:36])[C:31]=2[Cl:37])=[O:28])=[C:20]([OH:38])[C:19]=1[S:16]([NH:15][CH2:14][CH:11]1[CH2:12][CH2:13][NH:8][CH2:9][CH2:10]1)(=[O:18])=[O:17], predict the reactants needed to synthesize it. The reactants are: C(OC([N:8]1[CH2:13][CH2:12][CH:11]([CH2:14][NH:15][S:16]([C:19]2[C:20]([OH:38])=[C:21]([NH:26][C:27]([NH:29][C:30]3[CH:35]=[CH:34][CH:33]=[C:32]([Cl:36])[C:31]=3[Cl:37])=[O:28])[CH:22]=[CH:23][C:24]=2[Cl:25])(=[O:18])=[O:17])[CH2:10][CH2:9]1)=O)(C)(C)C.[F:39][C:40]([F:45])([F:44])[C:41]([OH:43])=[O:42]. (3) Given the product [NH2:1][C:2]1[CH:12]=[CH:11][C:5]([C:6]([OH:8])=[O:7])=[CH:4][C:3]=1[Cl:13], predict the reactants needed to synthesize it. The reactants are: [NH2:1][C:2]1[CH:12]=[CH:11][C:5]([C:6]([O:8]CC)=[O:7])=[CH:4][C:3]=1[Cl:13].O.[OH-].[Na+]. (4) Given the product [C:1]1([C:7](=[C:18]2[CH2:19][C:20]([CH3:27])([CH3:26])[CH2:21][C:22]([CH3:25])([CH3:24])[CH2:23]2)[C:8]2[CH:9]=[CH:10][C:11]([C:12]([OH:14])=[O:13])=[CH:16][CH:17]=2)[CH:2]=[CH:3][CH:4]=[CH:5][CH:6]=1, predict the reactants needed to synthesize it. The reactants are: [C:1]1([C:7](=[C:18]2[CH2:23][C:22]([CH3:25])([CH3:24])[CH2:21][C:20]([CH3:27])([CH3:26])[CH2:19]2)[C:8]2[CH:17]=[CH:16][C:11]([C:12]([O:14]C)=[O:13])=[CH:10][CH:9]=2)[CH:6]=[CH:5][CH:4]=[CH:3][CH:2]=1.C1COCC1.CCO.[OH-].[Na+]. (5) Given the product [CH:22]([C:19]1[N:18]=[C:17]([N:14]2[CH2:15][CH2:16][CH:11]([O:10][C:6]3[N:5]=[CH:4][N:3]=[C:2]([NH:36][C:32]4[C:33]([CH3:35])=[N:34][C:29]([S:26]([CH3:25])(=[O:28])=[O:27])=[CH:30][CH:31]=4)[C:7]=3[O:8][CH3:9])[CH2:12][CH2:13]2)[O:21][N:20]=1)([CH3:24])[CH3:23].[ClH:1], predict the reactants needed to synthesize it. The reactants are: [Cl:1][C:2]1[C:7]([O:8][CH3:9])=[C:6]([O:10][CH:11]2[CH2:16][CH2:15][N:14]([C:17]3[O:21][N:20]=[C:19]([CH:22]([CH3:24])[CH3:23])[N:18]=3)[CH2:13][CH2:12]2)[N:5]=[CH:4][N:3]=1.[CH3:25][S:26]([C:29]1[N:34]=[C:33]([CH3:35])[C:32]([NH2:36])=[CH:31][CH:30]=1)(=[O:28])=[O:27].C(N1CCN2CCN(CC(C)C)P1N(CC(C)C)CC2)C(C)C.CC(C)([O-])C.[Na+]. (6) Given the product [S:1]1[C:5]2[CH:6]=[CH:7][C:8]([CH:10]([C:38]3[C:37]4[C:41](=[C:33]([CH2:32][S:31][CH3:30])[CH:34]=[CH:35][CH:36]=4)[NH:40][CH:39]=3)[CH:17]3[C:18](=[O:19])[O:20][C:13]([CH3:21])([CH3:12])[O:14][C:15]3=[O:16])=[CH:9][C:4]=2[CH:3]=[CH:2]1, predict the reactants needed to synthesize it. The reactants are: [S:1]1[C:5]2[CH:6]=[CH:7][C:8]([CH:10]=O)=[CH:9][C:4]=2[CH:3]=[CH:2]1.[CH3:12][C:13]1([CH3:21])[O:20][C:18](=[O:19])[CH2:17][C:15](=[O:16])[O:14]1.N1CCCC1C(O)=O.[CH3:30][S:31][CH2:32][C:33]1[CH:34]=[CH:35][CH:36]=[C:37]2[C:41]=1[NH:40][CH:39]=[CH:38]2. (7) Given the product [F:1][CH2:2][CH2:3][N:4]1[CH2:9][CH2:8][CH:7]([N:10]2[CH:14]=[C:13]([NH2:15])[CH:12]=[N:11]2)[CH2:6][CH2:5]1, predict the reactants needed to synthesize it. The reactants are: [F:1][CH2:2][CH2:3][N:4]1[CH2:9][CH2:8][CH:7]([N:10]2[CH:14]=[C:13]([N+:15]([O-])=O)[CH:12]=[N:11]2)[CH2:6][CH2:5]1. (8) Given the product [CH2:25]([C:5]1([C:18]2[CH:23]=[CH:22][CH:21]=[CH:20][CH:19]=2)[C:4]2[C:9](=[CH:10][CH:11]=[C:2]([Cl:1])[CH:3]=2)[NH:8][C:7](=[O:12])[N:6]1[CH2:13][C:14]([F:17])([F:16])[F:15])[CH3:26], predict the reactants needed to synthesize it. The reactants are: [Cl:1][C:2]1[CH:3]=[C:4]2[C:9](=[CH:10][CH:11]=1)[NH:8][C:7](=[O:12])[N:6]([CH2:13][C:14]([F:17])([F:16])[F:15])[C:5]2(O)[C:18]1[CH:23]=[CH:22][CH:21]=[CH:20][CH:19]=1.[CH2:25](N(CC)CC)[CH3:26].S(Cl)(Cl)=O.C([Mg]Br)C. (9) Given the product [CH3:30][O:1][CH2:2][C:3]1[C:7](=[O:8])[O:6][CH2:5][C:4]=1[N:9]1[CH2:13][CH2:12][C:11]2([CH2:14][CH2:15][N:16]([C:19]([O:21][C:22]([CH3:23])([CH3:25])[CH3:24])=[O:20])[CH2:17][CH2:18]2)[C:10]1=[O:26], predict the reactants needed to synthesize it. The reactants are: [OH:1][CH2:2][C:3]1[C:7](=[O:8])[O:6][CH2:5][C:4]=1[N:9]1[CH2:13][CH2:12][C:11]2([CH2:18][CH2:17][N:16]([C:19]([O:21][C:22]([CH3:25])([CH3:24])[CH3:23])=[O:20])[CH2:15][CH2:14]2)[C:10]1=[O:26].CI.Cl[CH2:30]CCl. (10) The reactants are: [C:1]([C:5]1[C:6](=[O:15])[NH:7][C:8]2[C:13]([CH:14]=1)=[CH:12][CH:11]=[CH:10][CH:9]=2)([CH3:4])([CH3:3])[CH3:2].Br[CH2:17][CH2:18][C:19]([CH3:22])([CH3:21])[CH3:20].[C:23](=O)([O-])[O-:24].[Cs+].[Cs+]. Given the product [C:1]([C:5]1[C:6](=[O:15])[N:7]([CH2:17][CH2:18][C:19]([CH3:22])([CH3:21])[CH3:20])[C:8]2[C:13]([CH:14]=1)=[CH:12][CH:11]=[C:10]([O:24][CH3:23])[CH:9]=2)([CH3:4])([CH3:2])[CH3:3], predict the reactants needed to synthesize it.